Dataset: Full USPTO retrosynthesis dataset with 1.9M reactions from patents (1976-2016). Task: Predict the reactants needed to synthesize the given product. The reactants are: [CH3:1][S:2][C:3]1[N:8]=[C:7]([CH2:9][C:10](=[O:12])[CH3:11])[CH:6]=[CH:5][N:4]=1.[CH3:13][N:14]([CH:16](OC)OC)[CH3:15]. Given the product [CH3:13][N:14]([CH3:16])[CH:15]=[C:9]([C:7]1[CH:6]=[CH:5][N:4]=[C:3]([S:2][CH3:1])[N:8]=1)[C:10](=[O:12])[CH3:11], predict the reactants needed to synthesize it.